From a dataset of Reaction yield outcomes from USPTO patents with 853,638 reactions. Predict the reaction yield, written as a fraction of the theoretical maximum amount of product (1.0 means a 100% yield; for example, 0.34 means a 34% yield). (1) The reactants are FC(F)(F)C(O)=O.[O:8]=[C:9]1[C:13](N[C@@H](C2C=CC=CC=2)C)=[CH:12][C@H:11]([C:23]2[CH:28]=[CH:27][CH:26]=[C:25]([O:29][C:30]([F:33])([F:32])[F:31])[CH:24]=2)[N:10]1[C:34]1[CH:41]=[CH:40][C:37]([C:38]#[N:39])=[CH:36][CH:35]=1.O=C1C(=O)C[C@H](C2C=CC=C(OC(F)(F)F)C=2)N1C1C=CC(C#N)=CC=1.[CH3:68][C:69]([NH2:81])([C:71]1[CH:76]=[CH:75][CH:74]=[C:73]([C:77]([F:80])([F:79])[F:78])[N:72]=1)[CH3:70]. The catalyst is ClCCl.O. The product is [CH3:70][C:69]([NH:81][C:13]1[C:9](=[O:8])[N:10]([C:34]2[CH:35]=[CH:36][C:37]([C:38]#[N:39])=[CH:40][CH:41]=2)[C@@H:11]([C:23]2[CH:28]=[CH:27][CH:26]=[C:25]([O:29][C:30]([F:31])([F:33])[F:32])[CH:24]=2)[CH:12]=1)([C:71]1[CH:76]=[CH:75][CH:74]=[C:73]([C:77]([F:79])([F:80])[F:78])[N:72]=1)[CH3:68]. The yield is 0.370. (2) The reactants are [N+:1]([C:4]1[CH:9]=[CH:8][C:7]([C:10](=[O:24])[CH2:11][CH2:12][C:13]([C:15]2[CH:20]=[CH:19][C:18]([N+:21]([O-:23])=[O:22])=[CH:17][CH:16]=2)=[O:14])=[CH:6][CH:5]=1)([O-:3])=[O:2].C1(C(C2C=CC=CC=2)([C@@H]2CCCN2)O)C=CC=CC=1. No catalyst specified. The product is [N+:1]([C:4]1[CH:9]=[CH:8][C:7]([C@@H:10]([OH:24])[CH2:11][CH2:12][C@@H:13]([C:15]2[CH:20]=[CH:19][C:18]([N+:21]([O-:23])=[O:22])=[CH:17][CH:16]=2)[OH:14])=[CH:6][CH:5]=1)([O-:3])=[O:2]. The yield is 0.610. (3) The reactants are [Cl:1][C:2]1[C:3]([C:10]([OH:12])=[O:11])=[N:4][N:5]([CH3:9])[C:6](=[O:8])[CH:7]=1.Cl.[CH3:14]COC(C)=O. The catalyst is CO. The product is [Cl:1][C:2]1[C:3]([C:10]([O:12][CH3:14])=[O:11])=[N:4][N:5]([CH3:9])[C:6](=[O:8])[CH:7]=1. The yield is 0.170. (4) The reactants are [CH3:1][N:2]([CH3:6])[CH2:3][CH2:4][OH:5].[CH2:7]([O:9][C:10]1[CH:15]=[C:14](F)[CH:13]=[CH:12][C:11]=1[N+:17]([O-:19])=[O:18])[CH3:8].[OH-].[K+]. The catalyst is [Br-].C([N+](CCCC)(CCCC)CCCC)CCC.C1(C)C=CC=CC=1. The product is [CH2:7]([O:9][C:10]1[CH:15]=[C:14]([CH:13]=[CH:12][C:11]=1[N+:17]([O-:19])=[O:18])[O:5][CH2:4][CH2:3][N:2]([CH3:6])[CH3:1])[CH3:8]. The yield is 0.550. (5) The reactants are C[O:2][C:3](=[O:30])[CH2:4][CH2:5][C:6]([CH3:29])=[CH:7][CH2:8][C:9]1[C:10]([O:22][CH2:23][CH2:24][Si:25]([CH3:28])([CH3:27])[CH3:26])=[C:11]2[C:15](=[C:16]([CH3:20])[C:17]=1[O:18][CH3:19])[CH2:14][O:13][C:12]2=[O:21].[OH-].[Na+].Cl. The catalyst is CO.O. The product is [CH3:19][O:18][C:17]1[C:16]([CH3:20])=[C:15]2[C:11]([C:12](=[O:21])[O:13][CH2:14]2)=[C:10]([O:22][CH2:23][CH2:24][Si:25]([CH3:27])([CH3:26])[CH3:28])[C:9]=1[CH2:8][CH:7]=[C:6]([CH3:29])[CH2:5][CH2:4][C:3]([OH:30])=[O:2]. The yield is 0.830. (6) The reactants are C(O[CH:4]=[C:5]([C:11]([O:13][CH2:14][CH3:15])=O)[C:6]([O:8][CH2:9][CH3:10])=[O:7])C.C(O)(=O)C(O)=O.[CH2:22]([NH:24][NH2:25])[CH3:23].C(Br)[C:27]1[CH:32]=[CH:31]C=[CH:29][CH:28]=1.C(=O)([O-])[O-].[K+].[K+].[Cl-].[NH4+]. The catalyst is C1(C)C=CC=CC=1.CN(C)C=O.O.C(O)(=O)C. The product is [CH2:14]([O:13][C:11]1[C:5]([C:6]([O:8][CH2:9][CH3:10])=[O:7])=[CH:4][N:24]([CH2:22][CH3:23])[N:25]=1)[C:15]1[CH:31]=[CH:32][CH:27]=[CH:28][CH:29]=1. The yield is 0.430. (7) The reactants are [C:1]1([CH2:7][CH2:8][CH2:9][CH2:10][CH2:11][CH2:12][C:13]([C:15]2[NH:19][C:18]([C:20]3[CH:25]=[CH:24][CH:23]=[CH:22][N:21]=3)=[N:17][N:16]=2)=[O:14])[CH:6]=[CH:5][CH:4]=[CH:3][CH:2]=1.[CH2:26](Cl)Cl.[Si](C=[N+]=[N-])(C)(C)C. The catalyst is CO. The product is [CH3:26][N:19]1[C:18]([C:20]2[CH:25]=[CH:24][CH:23]=[CH:22][N:21]=2)=[N:17][N:16]=[C:15]1[C:13](=[O:14])[CH2:12][CH2:11][CH2:10][CH2:9][CH2:8][CH2:7][C:1]1[CH:6]=[CH:5][CH:4]=[CH:3][CH:2]=1. The yield is 0.230.